From a dataset of Forward reaction prediction with 1.9M reactions from USPTO patents (1976-2016). Predict the product of the given reaction. (1) Given the reactants [C:1]([O:5][C:6]([CH:8]1[CH2:13][CH2:12][N:11]([C:14]2[NH:19][C:18](=[O:20])[C:17]([C:21]([O:23][CH2:24][CH3:25])=[O:22])=[CH:16][C:15]=2[C:26]#[N:27])[CH2:10][CH2:9]1)=[O:7])([CH3:4])([CH3:3])[CH3:2].[O:28](S(C(F)(F)F)(=O)=O)[S:29]([C:32]([F:35])([F:34])[F:33])(=O)=[O:30].C([O-])(O)=O.[Na+], predict the reaction product. The product is: [C:1]([O:5][C:6]([CH:8]1[CH2:13][CH2:12][N:11]([C:14]2[C:15]([C:26]#[N:27])=[CH:16][C:17]([C:21]([O:23][CH2:24][CH3:25])=[O:22])=[C:18]([O:20][S:29]([C:32]([F:35])([F:34])[F:33])(=[O:30])=[O:28])[N:19]=2)[CH2:10][CH2:9]1)=[O:7])([CH3:2])([CH3:4])[CH3:3]. (2) Given the reactants [CH3:1][O:2][C:3](=[O:27])[C:4]1[CH:9]=[C:8]([O:10][CH3:11])[CH:7]=[CH:6][C:5]=1[NH:12][C:13]1[N:17]([C:18]2[CH:23]=[CH:22][CH:21]=[CH:20][C:19]=2[CH3:24])[N:16]=[C:15]([CH3:25])[C:14]=1Br.[F:28][C:29]1[CH:30]=[C:31]2[C:36](=[CH:37][C:38]=1B1OC(C)(C)C(C)(C)O1)[N:35]=[CH:34][CH:33]=[N:32]2.C(=O)([O-])[O-].[Na+].[Na+].O, predict the reaction product. The product is: [CH3:1][O:2][C:3](=[O:27])[C:4]1[CH:9]=[C:8]([O:10][CH3:11])[CH:7]=[CH:6][C:5]=1[NH:12][C:13]1[N:17]([C:18]2[CH:23]=[CH:22][CH:21]=[CH:20][C:19]=2[CH3:24])[N:16]=[C:15]([CH3:25])[C:14]=1[C:38]1[CH:37]=[C:36]2[C:31](=[CH:30][C:29]=1[F:28])[N:32]=[CH:33][CH:34]=[N:35]2.